Dataset: Full USPTO retrosynthesis dataset with 1.9M reactions from patents (1976-2016). Task: Predict the reactants needed to synthesize the given product. (1) Given the product [C:1]([O:5][C:6]([NH:7][C@@H:8]([C:9]1[CH:14]=[CH:13][CH:12]=[CH:11][CH:10]=1)[C:15]1[CH:16]=[C:17]([CH:18]=[CH:19][CH:20]=1)[O:21][CH2:45][CH:42]1[CH2:43][CH2:44][N:39]([C:37]([O:36][CH2:29][C:30]2[CH:31]=[CH:32][CH:33]=[CH:34][CH:35]=2)=[O:38])[CH2:40][CH2:41]1)=[O:22])([CH3:4])([CH3:2])[CH3:3], predict the reactants needed to synthesize it. The reactants are: [C:1]([O:5][C:6](=[O:22])[NH:7][C@H:8]([C:15]1[CH:20]=[CH:19][CH:18]=[C:17]([OH:21])[CH:16]=1)[C:9]1[CH:14]=[CH:13][CH:12]=[CH:11][CH:10]=1)([CH3:4])([CH3:3])[CH3:2].C(=O)([O-])[O-].[Cs+].[Cs+].[CH2:29]([O:36][C:37]([N:39]1[CH2:44][CH2:43][CH:42]([CH2:45]OS(C2C=CC(C)=CC=2)(=O)=O)[CH2:41][CH2:40]1)=[O:38])[C:30]1[CH:35]=[CH:34][CH:33]=[CH:32][CH:31]=1. (2) Given the product [F:28][C:25]1[CH:26]=[CH:27][C:22]([CH2:21][CH2:20][CH2:19][O:15][C:9]2[C:10]3[O:14][CH:13]=[CH:12][C:11]=3[C:2]([OH:1])=[C:3]3[C:8]=2[O:7][CH:6]=[CH:5][C:4]3=[O:17])=[CH:23][CH:24]=1, predict the reactants needed to synthesize it. The reactants are: [OH:1][C:2]1[C:11]2[CH:12]=[CH:13][O:14][C:10]=2[C:9]([OH:15])=[C:8]2[C:3]=1[C:4](=[O:17])[CH:5]=[C:6](C)[O:7]2.Br[CH2:19][CH2:20][CH2:21][C:22]1[CH:27]=[CH:26][C:25]([F:28])=[CH:24][CH:23]=1. (3) Given the product [Br:1][C:2]1[CH:7]=[CH:6][C:5]([S:12][CH3:11])=[CH:4][C:3]=1[O:9][CH3:10], predict the reactants needed to synthesize it. The reactants are: [Br:1][C:2]1[CH:7]=[CH:6][C:5](F)=[CH:4][C:3]=1[O:9][CH3:10].[CH3:11][S-:12].[Na+].O. (4) Given the product [CH3:1][C:2]1[C:6]([N+:7]([O-:9])=[O:8])=[C:5]([CH3:10])[N:4]([CH2:18][CH2:19][OH:20])[N:3]=1, predict the reactants needed to synthesize it. The reactants are: [CH3:1][C:2]1[C:6]([N+:7]([O-:9])=[O:8])=[C:5]([CH3:10])[NH:4][N:3]=1.C([O-])([O-])=O.[Cs+].[Cs+].Br[CH2:18][CH2:19][OH:20]. (5) Given the product [CH:1]([C:4]1[CH:11]=[CH:10][C:7]([CH:8]=[N:16][CH2:15][CH:14]([O:17][CH3:18])[O:13][CH3:12])=[CH:6][CH:5]=1)([CH3:3])[CH3:2], predict the reactants needed to synthesize it. The reactants are: [CH:1]([C:4]1[CH:11]=[CH:10][C:7]([CH:8]=O)=[CH:6][CH:5]=1)([CH3:3])[CH3:2].[CH3:12][O:13][CH:14]([O:17][CH3:18])[CH2:15][NH2:16].O. (6) The reactants are: Br[C:2]1[CH:7]=[CH:6][C:5]([CH:8]([O:13][CH:14]([CH2:21][CH:22]([CH3:24])[CH3:23])[C:15]([NH:17][CH2:18][C:19]#[N:20])=[O:16])[C:9](F)(F)F)=[CH:4][CH:3]=1.C[N:26]([CH:28]=O)C. Given the product [C:19]([CH2:18][NH:17][C:15](=[O:16])[C@@H:14]([O:13][C@@H:8]([C:9]1[CH:6]=[CH:7][C:2]([C:28]#[N:26])=[CH:3][CH:4]=1)[C:5]1[CH:6]=[CH:7][CH:2]=[CH:3][CH:4]=1)[CH2:21][CH:22]([CH3:24])[CH3:23])#[N:20], predict the reactants needed to synthesize it. (7) Given the product [CH:10]([C:13]1[CH:18]=[CH:17][CH:16]=[CH:15][C:14]=1[O:19][C:2]1[CH:9]=[CH:8][C:5]([CH:6]=[O:7])=[CH:4][CH:3]=1)([CH3:12])[CH3:11], predict the reactants needed to synthesize it. The reactants are: F[C:2]1[CH:9]=[CH:8][C:5]([CH:6]=[O:7])=[CH:4][CH:3]=1.[CH:10]([C:13]1[CH:18]=[CH:17][CH:16]=[CH:15][C:14]=1[OH:19])([CH3:12])[CH3:11].C(=O)([O-])[O-].[K+].[K+].